From a dataset of Catalyst prediction with 721,799 reactions and 888 catalyst types from USPTO. Predict which catalyst facilitates the given reaction. (1) Reactant: [O-2:1].[Mg+2:2].[O-2].[Ca+2].[C:5](=[O:7])=[O:6]. Product: [C:5](=[O:1])([OH:7])[O-:6].[Mg+2:2].[C:5](=[O:1])([OH:7])[O-:6]. The catalyst class is: 6. (2) Reactant: [N:1]1[CH:6]=[CH:5][CH:4]=[C:3]([C:7]2[CH2:11][CH:10]([C:12]([NH:14][C:15]3[CH:20]=[CH:19][C:18]([CH:21]([C:26]4[CH:31]=[CH:30][CH:29]=[CH:28][CH:27]=4)[C:22]([O:24]C)=[O:23])=[CH:17][CH:16]=3)=[O:13])[O:9][N:8]=2)[CH:2]=1.[OH-].[Na+].Cl. Product: [N:1]1[CH:6]=[CH:5][CH:4]=[C:3]([C:7]2[CH2:11][CH:10]([C:12]([NH:14][C:15]3[CH:20]=[CH:19][C:18]([CH:21]([C:26]4[CH:31]=[CH:30][CH:29]=[CH:28][CH:27]=4)[C:22]([OH:24])=[O:23])=[CH:17][CH:16]=3)=[O:13])[O:9][N:8]=2)[CH:2]=1. The catalyst class is: 5. (3) Reactant: Cl.[C:2]1([CH:8]2[CH:13]=[CH:12][NH:11][CH2:10][CH2:9]2)[CH:7]=[CH:6][CH:5]=[CH:4][CH:3]=1.C(N(C(C)C)C(C)C)C.[C:23]1([C:29]2([C:42]3[CH:47]=[CH:46][CH:45]=[CH:44][CH:43]=3)[O:33][C:32]3[CH:34]=[CH:35][C:36]([S:38](Cl)(=[O:40])=[O:39])=[CH:37][C:31]=3[O:30]2)[CH:28]=[CH:27][CH:26]=[CH:25][CH:24]=1.Cl. Product: [C:42]1([C:29]2([C:23]3[CH:24]=[CH:25][CH:26]=[CH:27][CH:28]=3)[O:33][C:32]3[CH:34]=[CH:35][C:36]([S:38]([N:11]4[CH2:10][CH:9]=[C:8]([C:2]5[CH:7]=[CH:6][CH:5]=[CH:4][CH:3]=5)[CH2:13][CH2:12]4)(=[O:39])=[O:40])=[CH:37][C:31]=3[O:30]2)[CH:47]=[CH:46][CH:45]=[CH:44][CH:43]=1. The catalyst class is: 2. (4) Reactant: [CH:1]([C:3]1[C:11]2[C:6](=[CH:7][CH:8]=[CH:9][CH:10]=2)[NH:5][CH:4]=1)=[O:2].Br[CH2:13][CH2:14][C:15]([O:17][CH2:18][CH3:19])=[O:16].C(=O)([O-])[O-].[K+].[K+]. Product: [CH2:18]([O:17][C:15](=[O:16])[CH2:14][CH2:13][N:5]1[C:6]2[C:11](=[CH:10][CH:9]=[CH:8][CH:7]=2)[C:3]([CH:1]=[O:2])=[CH:4]1)[CH3:19]. The catalyst class is: 10. (5) Reactant: [F:1][C:2]1[C:3]([O:20][CH2:21][C:22]2[CH:23]=[N:24][CH:25]=[C:26]([C:28]([F:31])([F:30])[F:29])[CH:27]=2)=[CH:4][C:5]([CH2:8][N:9]2C(=O)C3C(=CC=CC=3)C2=O)=[N:6][CH:7]=1.O.NN. Product: [F:1][C:2]1[C:3]([O:20][CH2:21][C:22]2[CH:23]=[N:24][CH:25]=[C:26]([C:28]([F:31])([F:29])[F:30])[CH:27]=2)=[CH:4][C:5]([CH2:8][NH2:9])=[N:6][CH:7]=1. The catalyst class is: 5. (6) Reactant: [N:1]12[CH2:8][CH2:7][C:4]([C:9]([C:17]3[CH:22]=[CH:21][CH:20]=[CH:19][CH:18]=3)([C:11]3[CH:16]=[CH:15][CH:14]=[CH:13][CH:12]=3)[OH:10])([CH2:5][CH2:6]1)[CH2:3][CH2:2]2.[C:23]1([O:29][CH2:30][CH2:31][Br:32])[CH:28]=[CH:27][CH:26]=[CH:25][CH:24]=1. The catalyst class is: 23. Product: [Br-:32].[OH:10][C:9]([C:17]1[CH:22]=[CH:21][CH:20]=[CH:19][CH:18]=1)([C:11]1[CH:12]=[CH:13][CH:14]=[CH:15][CH:16]=1)[C:4]12[CH2:5][CH2:6][N+:1]([CH2:31][CH2:30][O:29][C:23]3[CH:28]=[CH:27][CH:26]=[CH:25][CH:24]=3)([CH2:2][CH2:3]1)[CH2:8][CH2:7]2. (7) Reactant: [NH2:1][C:2]1[S:3][CH:4]=[C:5]([C:12]2[CH:17]=[CH:16][C:15]([CH2:18][CH3:19])=[CH:14][CH:13]=2)[C:6]=1[C:7]([O:9][CH2:10][CH3:11])=[O:8].[C:20](Cl)(=[O:27])[C:21]1[CH:26]=[CH:25][CH:24]=[CH:23][CH:22]=1.N1C=CC=CC=1. Product: [C:20]([NH:1][C:2]1[S:3][CH:4]=[C:5]([C:12]2[CH:13]=[CH:14][C:15]([CH2:18][CH3:19])=[CH:16][CH:17]=2)[C:6]=1[C:7]([O:9][CH2:10][CH3:11])=[O:8])(=[O:27])[C:21]1[CH:26]=[CH:25][CH:24]=[CH:23][CH:22]=1. The catalyst class is: 10. (8) Reactant: [F:1][C:2]1[CH:3]=[C:4]([CH:7]=[CH:8][C:9]=1[F:10])[CH:5]=O.[CH2:11]([NH2:14])[C:12]#[CH:13].[BH-](OC(C)=O)(OC(C)=O)OC(C)=O.[Na+]. Product: [F:1][C:2]1[CH:3]=[C:4]([CH:7]=[CH:8][C:9]=1[F:10])[CH2:5][NH:14][CH2:11][C:12]#[CH:13]. The catalyst class is: 576. (9) Reactant: [CH3:1][C:2]1[CH:7]=[C:6]([N:8]2[CH:12]=[C:11]([C:13]([F:16])([F:15])[F:14])[CH:10]=[N:9]2)[CH:5]=[CH:4][C:3]=1[OH:17].O[CH:19]([C:23]1[CH:33]=[CH:32][C:26]([C:27]([O:29][CH2:30][CH3:31])=[O:28])=[CH:25][CH:24]=1)[CH2:20][CH2:21][CH3:22].C1(P(C2C=CC=CC=2)C2C=CC=CC=2)C=CC=CC=1.N(C(OCC=[N+]=[N-])=O)=NC([O-])=O. Product: [CH3:1][C:2]1[CH:7]=[C:6]([N:8]2[CH:12]=[C:11]([C:13]([F:16])([F:15])[F:14])[CH:10]=[N:9]2)[CH:5]=[CH:4][C:3]=1[O:17][CH:19]([C:23]1[CH:33]=[CH:32][C:26]([C:27]([O:29][CH2:30][CH3:31])=[O:28])=[CH:25][CH:24]=1)[CH2:20][CH2:21][CH3:22]. The catalyst class is: 7. (10) Reactant: Cl[C:2]1[N:10]=[CH:9][N:8]=[C:7]2[C:3]=1[N:4]=[C:5]([C:11]1[CH:12]=[N:13][N:14]([CH3:16])[CH:15]=1)[NH:6]2.O1CCOCC1.O.C([O-])([O-])=O.[K+].[K+].[O:30]1[CH2:35][CH2:34][CH:33]([O:36][C:37]2[CH:44]=[CH:43][C:42](B3OC(C)(C)C(C)(C)O3)=[CH:41][C:38]=2[C:39]#[N:40])[CH2:32][CH2:31]1. Product: [CH3:16][N:14]1[CH:15]=[C:11]([C:5]2[NH:6][C:7]3[C:3]([N:4]=2)=[C:2]([C:42]2[CH:43]=[CH:44][C:37]([O:36][CH:33]4[CH2:34][CH2:35][O:30][CH2:31][CH2:32]4)=[C:38]([CH:41]=2)[C:39]#[N:40])[N:10]=[CH:9][N:8]=3)[CH:12]=[N:13]1. The catalyst class is: 694.